From a dataset of Catalyst prediction with 721,799 reactions and 888 catalyst types from USPTO. Predict which catalyst facilitates the given reaction. (1) Reactant: [CH3:1][C:2]1([N:14]2[CH2:19][CH2:18][CH:17]([N:20]3[C:24]4[CH:25]=[CH:26][CH:27]=[CH:28][C:23]=4[NH:22][C:21]3=[O:29])[CH2:16][CH2:15]2)[CH2:6][CH2:5][N:4]([C:7]([O:9][C:10](C)(C)[CH3:11])=[O:8])[CH2:3]1.FC(F)(F)C(O)=O.C(N(CC)CC)C.C(Cl)(=O)OCC.C(N)(C)(C)C. Product: [CH3:1][C:2]1([N:14]2[CH2:19][CH2:18][CH:17]([N:20]3[C:24]4[CH:25]=[CH:26][CH:27]=[CH:28][C:23]=4[NH:22][C:21]3=[O:29])[CH2:16][CH2:15]2)[CH2:6][CH2:5][N:4]([C:7]([O:9][CH2:10][CH3:11])=[O:8])[CH2:3]1. The catalyst class is: 98. (2) Reactant: [C:1]([O:5][C:6](=[O:21])[NH:7][C:8]1[C:13]([C:14]2[O:18][N:17]=[C:16]([CH2:19][Cl:20])[CH:15]=2)=[CH:12][CH:11]=[CH:10][N:9]=1)([CH3:4])([CH3:3])[CH3:2].[C:22](O[C:22]([O:24][C:25]([CH3:28])([CH3:27])[CH3:26])=[O:23])([O:24][C:25]([CH3:28])([CH3:27])[CH3:26])=[O:23].C(OCC)(=O)C.O.[Cl-].[Na+]. Product: [C:1]([O:5][C:6]([N:7]([C:8]1[C:13]([C:14]2[O:18][N:17]=[C:16]([CH2:19][Cl:20])[CH:15]=2)=[CH:12][CH:11]=[CH:10][N:9]=1)[C:22]([O:24][C:25]([CH3:28])([CH3:27])[CH3:26])=[O:23])=[O:21])([CH3:4])([CH3:2])[CH3:3]. The catalyst class is: 453. (3) Reactant: [CH:1]1([C:4]2[CH:25]=[CH:24][C:7]([O:8][CH:9]3[CH2:13][CH2:12][N:11]([C:14]4[CH:19]=[CH:18][C:17]([OH:20])=[C:16]([O:21][CH3:22])[CH:15]=4)[C:10]3=[O:23])=[CH:6][CH:5]=2)[CH2:3][CH2:2]1.O[C@@H:27]1[CH2:31][CH2:30][N:29]([C:32]([O:34][C:35]([CH3:38])([CH3:37])[CH3:36])=[O:33])[CH2:28]1.C1(P(C2C=CC=CC=2)C2C=CC=CC=2)C=CC=CC=1.CCOC(/N=N/C(OCC)=O)=O. Product: [CH:1]1([C:4]2[CH:25]=[CH:24][C:7]([O:8][CH:9]3[CH2:13][CH2:12][N:11]([C:14]4[CH:19]=[CH:18][C:17]([O:20][C@H:31]5[CH2:27][CH2:28][N:29]([C:32]([O:34][C:35]([CH3:38])([CH3:37])[CH3:36])=[O:33])[CH2:30]5)=[C:16]([O:21][CH3:22])[CH:15]=4)[C:10]3=[O:23])=[CH:6][CH:5]=2)[CH2:2][CH2:3]1. The catalyst class is: 7. (4) Reactant: FC(F)(F)C([O-])=O.[Cl:8][C:9]1[CH:14]=[CH:13][C:12]([C:15]2[N:16]=[C:17]([C@H:20]3[CH2:25][CH2:24][CH2:23][CH2:22][NH2+:21]3)[S:18][CH:19]=2)=[CH:11][CH:10]=1.C(N(CC)CC)C.CN(C1C=CC=CN=1)C.[O:42]([CH2:49][C:50](Cl)=[O:51])[C:43]1[CH:48]=[CH:47][CH:46]=[CH:45][CH:44]=1. Product: [Cl:8][C:9]1[CH:10]=[CH:11][C:12]([C:15]2[N:16]=[C:17]([C@H:20]3[CH2:25][CH2:24][CH2:23][CH2:22][N:21]3[C:50](=[O:51])[CH2:49][O:42][C:43]3[CH:48]=[CH:47][CH:46]=[CH:45][CH:44]=3)[S:18][CH:19]=2)=[CH:13][CH:14]=1. The catalyst class is: 4. (5) Reactant: [Cl:1][C:2]1[CH:7]=[CH:6][C:5](B(O)O)=[C:4]([O:11][CH3:12])[CH:3]=1.Cl[C:14]1[C:23]2[C:18](=[CH:19][C:20]([S:24]([NH:27][C:28]3[CH:33]=[CH:32][N:31]=[CH:30][N:29]=3)(=[O:26])=[O:25])=[CH:21][CH:22]=2)[CH:17]=[CH:16][N:15]=1.P([O-])([O-])([O-])=O.[K+].[K+].[K+].Cl. Product: [Cl:1][C:2]1[CH:7]=[CH:6][C:5]([C:2]2[CH:7]=[CH:6][C:5]([C:14]3[C:23]4[C:18](=[CH:19][C:20]([S:24]([NH:27][C:28]5[CH:33]=[CH:32][N:31]=[CH:30][N:29]=5)(=[O:26])=[O:25])=[CH:21][CH:22]=4)[CH:17]=[CH:16][N:15]=3)=[C:4]([O:11][CH3:12])[CH:3]=2)=[C:4]([O:11][CH3:12])[CH:3]=1. The catalyst class is: 12. (6) Reactant: [NH2:1][S:2]([C:5]1[CH:6]=[C:7]([CH:11]=[CH:12][CH:13]=1)[C:8](O)=[O:9])(=[O:4])=[O:3].Cl. Product: [OH:9][CH2:8][C:7]1[CH:6]=[C:5]([S:2]([NH2:1])(=[O:3])=[O:4])[CH:13]=[CH:12][CH:11]=1. The catalyst class is: 5. (7) Reactant: [C:1]([C:5]1[CH:10]=[CH:9][CH:8]=[C:7]([C:11]([CH3:14])([CH3:13])[CH3:12])[C:6]=1[OH:15])([CH3:4])([CH3:3])[CH3:2]. Product: [C:11]([CH:7]1[CH2:8][CH2:9][CH2:10][CH:5]([C:1]([CH3:4])([CH3:3])[CH3:2])[C:6]1=[O:15])([CH3:14])([CH3:13])[CH3:12]. The catalyst class is: 847. (8) The catalyst class is: 39. Product: [Cl:17][C:16]1[C:2]([Cl:1])=[CH:3][C:4]2[NH:8][C:7]([C:9]3([C:10]([F:13])([F:11])[F:12])[O:21][CH2:20][CH2:19][O:14]3)=[N:6][C:5]=2[CH:15]=1. Reactant: [Cl:1][C:2]1[C:16]([Cl:17])=[CH:15][C:5]2[NH:6][C:7]([C:9](=[O:14])[C:10]([F:13])([F:12])[F:11])=[N:8][C:4]=2[CH:3]=1.Cl[CH2:19][CH2:20][OH:21].C(=O)([O-])[O-].[K+].[K+]. (9) Reactant: [CH3:1][O:2][C:3]1[C:11]2[S:10][C:9](=[N:12][C:13](=[O:24])[C:14]3[CH:19]=[CH:18][CH:17]=[C:16]([C:20]([F:23])([F:22])[F:21])[CH:15]=3)[NH:8][C:7]=2[CH:6]=[CH:5][CH:4]=1.C(=O)([O-])[O-].[K+].[K+].Br[CH2:32][C:33]([O:35]CC)=[O:34]. Product: [CH3:1][O:2][C:3]1[C:11]2[S:10][C:9](=[N:12][C:13](=[O:24])[C:14]3[CH:19]=[CH:18][CH:17]=[C:16]([C:20]([F:23])([F:21])[F:22])[CH:15]=3)[N:8]([CH2:32][C:33]([OH:35])=[O:34])[C:7]=2[CH:6]=[CH:5][CH:4]=1. The catalyst class is: 9.